Dataset: Full USPTO retrosynthesis dataset with 1.9M reactions from patents (1976-2016). Task: Predict the reactants needed to synthesize the given product. (1) The reactants are: [NH2:1][C:2]1[N:3]([CH2:27][CH3:28])[C:4]2[C:9]([C:10](=[O:25])[C:11]=1[C:12]1[N:13]([CH2:17][O:18][CH2:19][CH2:20][Si:21]([CH3:24])([CH3:23])[CH3:22])[CH:14]=[CH:15][N:16]=1)=[CH:8][CH:7]=[C:6](Cl)[N:5]=2.[Cl:29][C:30]1[CH:31]=[C:32](B(O)O)[CH:33]=[CH:34][C:35]=1[OH:36].[O-]P([O-])([O-])=O.[K+].[K+].[K+]. Given the product [NH2:1][C:2]1[N:3]([CH2:27][CH3:28])[C:4]2[C:9]([C:10](=[O:25])[C:11]=1[C:12]1[N:13]([CH2:17][O:18][CH2:19][CH2:20][Si:21]([CH3:22])([CH3:23])[CH3:24])[CH:14]=[CH:15][N:16]=1)=[CH:8][CH:7]=[C:6]([C:32]1[CH:33]=[CH:34][C:35]([OH:36])=[C:30]([Cl:29])[CH:31]=1)[N:5]=2, predict the reactants needed to synthesize it. (2) Given the product [CH3:1][O:2][C:3]1[C:21]([N+:22]([O-:24])=[O:23])=[CH:20][C:6]2[N:7]([CH3:19])[C:8](=[O:18])[CH2:9][NH:10][CH2:11][C:5]=2[CH:4]=1, predict the reactants needed to synthesize it. The reactants are: [CH3:1][O:2][C:3]1[C:21]([N+:22]([O-:24])=[O:23])=[CH:20][C:6]2[N:7]([CH3:19])[C:8](=[O:18])[CH2:9][N:10](C(=O)C(F)(F)F)[CH2:11][C:5]=2[CH:4]=1.N. (3) The reactants are: [CH3:1][N:2]([CH3:16])[C:3]1[C:8]([C:9]2[CH:14]=[CH:13][CH:12]=[CH:11][CH:10]=2)=[CH:7][N:6]=[C:5]([NH2:15])[N:4]=1.[F:17][C:18]([F:35])([F:34])[C:19]1[CH:20]=[C:21]([N:25]2[CH2:30][CH2:29][CH:28]([C:31](O)=[O:32])[CH2:27][CH2:26]2)[CH:22]=[CH:23][CH:24]=1. Given the product [CH3:1][N:2]([CH3:16])[C:3]1[C:8]([C:9]2[CH:14]=[CH:13][CH:12]=[CH:11][CH:10]=2)=[CH:7][N:6]=[C:5]([NH:15][C:31]([CH:28]2[CH2:27][CH2:26][N:25]([C:21]3[CH:22]=[CH:23][CH:24]=[C:19]([C:18]([F:35])([F:17])[F:34])[CH:20]=3)[CH2:30][CH2:29]2)=[O:32])[N:4]=1, predict the reactants needed to synthesize it. (4) Given the product [CH3:1][O:2][C:3]1[CH:4]=[C:5]2[C:10](=[CH:11][C:12]=1[O:13][CH3:14])[N:9]=[CH:8][CH:7]=[C:6]2[O:15][C:16]1[C:22]([CH3:23])=[CH:21][C:19]([NH:20][C:29](=[O:35])[O:30][CH2:31][C:42]2[CH:41]=[CH:40][CH:39]=[C:38]([Cl:37])[CH:43]=2)=[C:18]([CH3:24])[CH:17]=1, predict the reactants needed to synthesize it. The reactants are: [CH3:1][O:2][C:3]1[CH:4]=[C:5]2[C:10](=[CH:11][C:12]=1[O:13][CH3:14])[N:9]=[CH:8][CH:7]=[C:6]2[O:15][C:16]1[C:22]([CH3:23])=[CH:21][C:19]([NH2:20])=[C:18]([CH3:24])[CH:17]=1.ClC(Cl)(O[C:29](=[O:35])[O:30][C:31](Cl)(Cl)Cl)Cl.[Cl:37][C:38]1[CH:39]=[C:40](CO)[CH:41]=[CH:42][CH:43]=1.C(=O)(O)[O-].[Na+]. (5) The reactants are: [S:1]1[CH:5]=[CH:4][CH:3]=[C:2]1[CH2:6][NH2:7].[Cl:8][C:9]1[CH:14]=[CH:13][C:12]([C:15]2([C:20](Cl)=[O:21])[CH2:19][CH2:18][CH2:17][CH2:16]2)=[CH:11][CH:10]=1.C(O)C(N)(CO)CO. Given the product [S:1]1[CH:5]=[CH:4][CH:3]=[C:2]1[CH2:6][NH:7][C:20]([C:15]1([C:12]2[CH:11]=[CH:10][C:9]([Cl:8])=[CH:14][CH:13]=2)[CH2:16][CH2:17][CH2:18][CH2:19]1)=[O:21], predict the reactants needed to synthesize it. (6) Given the product [CH3:46][C:41]1([CH3:47])[C:42]([CH3:45])([CH3:44])[O:43][B:39]([C:2]2[CH:3]=[C:4]3[C:9](=[CH:10][CH:11]=2)[O:8][C@@H:7]([CH2:12][N:13]([CH2:32][C:33]2[CH:38]=[CH:37][CH:36]=[CH:35][CH:34]=2)[CH2:14][C@H:15]([O:24][Si:25]([C:28]([CH3:31])([CH3:30])[CH3:29])([CH3:27])[CH3:26])[CH2:16][O:17][C:18]2[CH:23]=[CH:22][CH:21]=[CH:20][CH:19]=2)[CH2:6][CH2:5]3)[O:40]1, predict the reactants needed to synthesize it. The reactants are: Br[C:2]1[CH:3]=[C:4]2[C:9](=[CH:10][CH:11]=1)[O:8][C@@H:7]([CH2:12][N:13]([CH2:32][C:33]1[CH:38]=[CH:37][CH:36]=[CH:35][CH:34]=1)[CH2:14][C@H:15]([O:24][Si:25]([C:28]([CH3:31])([CH3:30])[CH3:29])([CH3:27])[CH3:26])[CH2:16][O:17][C:18]1[CH:23]=[CH:22][CH:21]=[CH:20][CH:19]=1)[CH2:6][CH2:5]2.[B:39]1([B:39]2[O:43][C:42]([CH3:45])([CH3:44])[C:41]([CH3:47])([CH3:46])[O:40]2)[O:43][C:42]([CH3:45])([CH3:44])[C:41]([CH3:47])([CH3:46])[O:40]1.C([O-])(=O)C.[K+]. (7) The reactants are: Cl[C:2]1[N:7]=[C:6]2[CH2:8][N:9]([C:11]([C:13]3[CH:18]=[C:17]([S:19]([CH3:22])(=[O:21])=[O:20])[CH:16]=[CH:15][C:14]=3[O:23][C@@H:24]([CH3:29])[C:25]([F:28])([F:27])[F:26])=[O:12])[CH2:10][C:5]2=[CH:4][CH:3]=1.C([Sn](CCCC)(CCCC)[C:35]1[CH:40]=[CH:39][N:38]=[CH:37][CH:36]=1)CCC. Given the product [CH3:22][S:19]([C:17]1[CH:16]=[CH:15][C:14]([O:23][C@@H:24]([CH3:29])[C:25]([F:28])([F:27])[F:26])=[C:13]([C:11]([N:9]2[CH2:10][C:5]3[C:6](=[N:7][C:2]([C:35]4[CH:40]=[CH:39][N:38]=[CH:37][CH:36]=4)=[CH:3][CH:4]=3)[CH2:8]2)=[O:12])[CH:18]=1)(=[O:21])=[O:20], predict the reactants needed to synthesize it.